Dataset: Forward reaction prediction with 1.9M reactions from USPTO patents (1976-2016). Task: Predict the product of the given reaction. (1) Given the reactants [OH:1][C:2]1[CH:3]=[CH:4][C:5]2[O:9][CH:8]=[C:7]([C:10]([C:12]3[CH:17]=[CH:16][C:15]([O:18][CH3:19])=[CH:14][CH:13]=3)=[O:11])[C:6]=2[CH:20]=1.CC(OI1(OC(C)=O)(OC(C)=O)OC(=O)C2C=CC=CC1=2)=[O:23].C(Cl)(Cl)Cl.CO, predict the reaction product. The product is: [CH3:19][O:18][C:15]1[CH:16]=[CH:17][C:12]([C:10]([C:7]2[C:6]3[C:20](=[O:23])[C:2](=[O:1])[CH:3]=[CH:4][C:5]=3[O:9][CH:8]=2)=[O:11])=[CH:13][CH:14]=1. (2) Given the reactants C(OC(=O)[NH:7][CH2:8][CH2:9][N:10]1[C:19]2[C:14](=[C:15]([C:20]3[CH:21]=[C:22]4[C:27](=[CH:28][CH:29]=3)[N:26]([CH3:30])[C:25](=[O:31])[CH2:24][CH2:23]4)[CH:16]=[N:17][CH:18]=2)[CH2:13][CH2:12][CH2:11]1)(C)(C)C.[ClH:33].O1CCOCC1, predict the reaction product. The product is: [ClH:33].[NH2:7][CH2:8][CH2:9][N:10]1[C:19]2[C:14](=[C:15]([C:20]3[CH:21]=[C:22]4[C:27](=[CH:28][CH:29]=3)[N:26]([CH3:30])[C:25](=[O:31])[CH2:24][CH2:23]4)[CH:16]=[N:17][CH:18]=2)[CH2:13][CH2:12][CH2:11]1. (3) Given the reactants CN(C)C=O.Br[CH2:7][C:8]([O:10][C:11]([CH3:14])([CH3:13])[CH3:12])=[O:9].C(N(CC)CC)C.Cl.[CH2:23]([O:30][C:31](=[O:37])[C@@H:32]([NH:34][CH2:35][CH3:36])[CH3:33])[C:24]1[CH:29]=[CH:28][CH:27]=[CH:26][CH:25]=1, predict the reaction product. The product is: [CH2:23]([O:30][C:31](=[O:37])[C@@H:32]([N:34]([CH2:7][C:8]([O:10][C:11]([CH3:14])([CH3:13])[CH3:12])=[O:9])[CH2:35][CH3:36])[CH3:33])[C:24]1[CH:29]=[CH:28][CH:27]=[CH:26][CH:25]=1.